Dataset: Full USPTO retrosynthesis dataset with 1.9M reactions from patents (1976-2016). Task: Predict the reactants needed to synthesize the given product. (1) The reactants are: Cl.[CH3:2][C:3]1[C:7]([CH2:8][N:9]2[CH:13]=[C:12]([NH2:14])[CH:11]=[N:10]2)=[C:6]([CH3:15])[O:5][N:4]=1.Br[CH2:17][C:18]1[CH:25]=[CH:24][CH:23]=[CH:22][C:19]=1[C:20]#N.C(N(CC)CC)C.CN(C=[O:37])C. Given the product [CH3:2][C:3]1[C:7]([CH2:8][N:9]2[CH:13]=[C:12]([N:14]3[CH2:20][C:19]4[C:18](=[CH:25][CH:24]=[CH:23][CH:22]=4)[C:17]3=[O:37])[CH:11]=[N:10]2)=[C:6]([CH3:15])[O:5][N:4]=1, predict the reactants needed to synthesize it. (2) Given the product [CH3:24][C:25]1[O:26][C:27]2[C:33]([CH:34]=[N:23][NH:22][C:9]3[CH:8]=[C:7]([N:1]4[CH2:6][CH2:5][O:4][CH2:3][CH2:2]4)[N:12]4[N:13]=[C:14]([C:16]5[CH:21]=[CH:20][CH:19]=[CH:18][CH:17]=5)[CH:15]=[C:11]4[N:10]=3)=[CH:32][CH:31]=[CH:30][C:28]=2[CH:29]=1, predict the reactants needed to synthesize it. The reactants are: [N:1]1([C:7]2[N:12]3[N:13]=[C:14]([C:16]4[CH:21]=[CH:20][CH:19]=[CH:18][CH:17]=4)[CH:15]=[C:11]3[N:10]=[C:9]([NH:22][NH2:23])[CH:8]=2)[CH2:6][CH2:5][O:4][CH2:3][CH2:2]1.[CH3:24][C:25]1[O:26][C:27]2[C:33]([CH:34]=O)=[CH:32][CH:31]=[CH:30][C:28]=2[CH:29]=1.C(O)(=O)C. (3) The reactants are: [Cl:1][C:2]1[CH:3]=[CH:4][C:5]([N:20]2[CH:24]=[CH:23][N:22]=[C:21]2[CH2:25][OH:26])=[C:6]([C:8]([C:10]2[CH:15]=[CH:14][CH:13]=[C:12]([O:16][CH3:17])[C:11]=2[O:18][CH3:19])=[O:9])[CH:7]=1.O1CCCC1. Given the product [Cl:1][C:2]1[CH:3]=[CH:4][C:5]([N:20]2[CH:24]=[CH:23][N:22]=[C:21]2[CH:25]=[O:26])=[C:6]([C:8](=[O:9])[C:10]2[CH:15]=[CH:14][CH:13]=[C:12]([O:16][CH3:17])[C:11]=2[O:18][CH3:19])[CH:7]=1, predict the reactants needed to synthesize it. (4) Given the product [N:42]12[CH2:43][CH2:44][CH:45]([CH2:46][CH2:47]1)[C@H:40]([N:34]1[CH2:35][CH2:36][N:37]([C:27](=[O:28])[CH2:26][C:11]3[NH:12][C:13]([CH2:19][CH2:20][C:21]4[S:22][CH:23]=[CH:24][N:25]=4)=[C:14]([C:15]([O:17][CH3:18])=[O:16])[CH:9]([C:3]4[C:4]([Cl:8])=[CH:5][CH:6]=[CH:7][C:2]=4[Cl:1])[C:10]=3[C:30]([O:32][CH3:33])=[O:31])[CH2:38][CH2:39]1)[CH2:41]2, predict the reactants needed to synthesize it. The reactants are: [Cl:1][C:2]1[CH:7]=[CH:6][CH:5]=[C:4]([Cl:8])[C:3]=1[CH:9]1[C:14]([C:15]([O:17][CH3:18])=[O:16])=[C:13]([CH2:19][CH2:20][C:21]2[S:22][CH:23]=[CH:24][N:25]=2)[NH:12][C:11]([CH2:26][C:27](O)=[O:28])=[C:10]1[C:30]([O:32][CH3:33])=[O:31].[N:34]1([C@H:40]2[CH:45]3[CH2:46][CH2:47][N:42]([CH2:43][CH2:44]3)[CH2:41]2)[CH2:39][CH2:38][NH:37][CH2:36][CH2:35]1. (5) Given the product [NH2:11][C:12]1[CH:17]=[CH:16][C:15]([O:18][C:23]2[CH:28]=[CH:27][N:26]=[C:25]([C:29]([O:31][C:32]([CH3:35])([CH3:34])[CH3:33])=[O:30])[CH:24]=2)=[CH:14][C:13]=1[N+:19]([O-:21])=[O:20], predict the reactants needed to synthesize it. The reactants are: C[Si]([N-][Si](C)(C)C)(C)C.[K+].[NH2:11][C:12]1[CH:17]=[CH:16][C:15]([OH:18])=[CH:14][C:13]=1[N+:19]([O-:21])=[O:20].Cl[C:23]1[CH:28]=[CH:27][N:26]=[C:25]([C:29]([O:31][C:32]([CH3:35])([CH3:34])[CH3:33])=[O:30])[CH:24]=1.C(=O)([O-])[O-].[K+].[K+]. (6) Given the product [CH3:1][C:2]1[CH:16]=[C:15]([CH3:17])[CH:14]=[C:13]([CH3:18])[C:3]=1[CH2:4][S:5]([C:6]1[CH:11]=[CH:10][CH:9]=[CH:8][N+:7]=1[O-:12])=[O:27], predict the reactants needed to synthesize it. The reactants are: [CH3:1][C:2]1[CH:16]=[C:15]([CH3:17])[CH:14]=[C:13]([CH3:18])[C:3]=1[CH2:4][S:5][C:6]1[CH:11]=[CH:10][CH:9]=[CH:8][N+:7]=1[O-:12].ClC1C=CC=C(C(OO)=[O:27])C=1. (7) Given the product [Cl:1][C:2]1[CH:11]=[CH:10][C:9]2[C:4](=[CH:5][CH:6]=[CH:7][C:8]=2[C:12]([N:43]2[CH2:44][CH2:45][N:40]([CH3:39])[CH2:41][CH2:42]2)=[O:14])[N:3]=1, predict the reactants needed to synthesize it. The reactants are: [Cl:1][C:2]1[CH:11]=[CH:10][C:9]2[C:8]([C:12]([OH:14])=O)=[CH:7][CH:6]=[CH:5][C:4]=2[N:3]=1.CN(C(ON1N=NC2C=CC=CC1=2)=[N+](C)C)C.F[P-](F)(F)(F)(F)F.[CH3:39][N:40]1[CH2:45][CH2:44][NH:43][CH2:42][CH2:41]1.[OH-].[Na+].